Dataset: Catalyst prediction with 721,799 reactions and 888 catalyst types from USPTO. Task: Predict which catalyst facilitates the given reaction. (1) Reactant: [CH2:1]([NH:3][S:4](C1C=CC=CC=1O)(=[O:6])=[O:5])[CH3:2].[Cl:14][C:15]1[CH:37]=[C:36]([Cl:38])[CH:35]=[CH:34][C:16]=1[C:17]([NH:19][CH2:20][C:21]1([C:27]2[C:32]([F:33])=[CH:31][CH:30]=[CH:29][N:28]=2)[CH2:26][CH2:25][NH:24][CH2:23][CH2:22]1)=[O:18].Cl. Product: [Cl:14][C:15]1[CH:37]=[C:36]([Cl:38])[CH:35]=[CH:34][C:16]=1[C:17]([NH:19][CH2:20][C:21]1([C:27]2[C:32]([F:33])=[CH:31][CH:30]=[CH:29][N:28]=2)[CH2:22][CH2:23][N:24]([S:4]([NH:3][CH2:1][CH3:2])(=[O:6])=[O:5])[CH2:25][CH2:26]1)=[O:18]. The catalyst class is: 12. (2) Reactant: [NH2:1][C:2]1[CH:3]=[C:4]([NH:12][C:13]2[C:18]([N+:19]([O-:21])=[O:20])=[CH:17][CH:16]=[CH:15][N:14]=2)[CH:5]=[C:6]([C:8]([O:10][CH3:11])=[O:9])[CH:7]=1.C(N(CC)CC)C.[CH:29]1[C:38]2[C:33](=[CH:34][CH:35]=[CH:36][CH:37]=2)[CH:32]=[CH:31][C:30]=1[C:39](Cl)=[O:40].C(=O)(O)[O-].[Na+]. Product: [CH3:11][O:10][C:8]([C:6]1[CH:5]=[C:4]([NH:12][C:13]2[C:18]([N+:19]([O-:21])=[O:20])=[CH:17][CH:16]=[CH:15][N:14]=2)[CH:3]=[C:2]([NH:1][C:39]([C:30]2[CH:31]=[CH:32][C:33]3[C:38](=[CH:37][CH:36]=[CH:35][CH:34]=3)[CH:29]=2)=[O:40])[CH:7]=1)=[O:9]. The catalyst class is: 155. (3) Reactant: [C:1]([C:3]1[C:4]([N:16]2[CH2:21][CH2:20][CH:19]([C:22]([OH:24])=O)[CH2:18][CH2:17]2)=[N:5][C:6]([CH3:15])=[C:7]([C:9]([O:11][CH:12]([CH3:14])[CH3:13])=[O:10])[CH:8]=1)#[N:2].CN(C(ON1N=NC2C=CC=CC1=2)=[N+](C)C)C.[B-](F)(F)(F)F.CCN(C(C)C)C(C)C.[C:56]1([S:62]([NH2:65])(=[O:64])=[O:63])[CH:61]=[CH:60][CH:59]=[CH:58][CH:57]=1.C([O-])(O)=O.[Na+]. Product: [C:1]([C:3]1[C:4]([N:16]2[CH2:17][CH2:18][CH:19]([C:22]([NH:65][S:62]([C:56]3[CH:61]=[CH:60][CH:59]=[CH:58][CH:57]=3)(=[O:64])=[O:63])=[O:24])[CH2:20][CH2:21]2)=[N:5][C:6]([CH3:15])=[C:7]([CH:8]=1)[C:9]([O:11][CH:12]([CH3:14])[CH3:13])=[O:10])#[N:2]. The catalyst class is: 2. (4) Reactant: [Cl:1][C:2]1[C:3]([C:16]([O:18]CC)=[O:17])=[N:4][C:5]([CH2:8][NH:9][C:10](=[O:15])[C:11]([CH3:14])([CH3:13])[CH3:12])=[CH:6][CH:7]=1.[OH-].[Na+]. Product: [Cl:1][C:2]1[C:3]([C:16]([OH:18])=[O:17])=[N:4][C:5]([CH2:8][NH:9][C:10](=[O:15])[C:11]([CH3:14])([CH3:13])[CH3:12])=[CH:6][CH:7]=1. The catalyst class is: 87. (5) Reactant: [NH2:1][CH:2]1[CH2:7][CH2:6][CH:5]([O:8][C:9](=[O:11])[CH3:10])[CH2:4][CH:3]1[C:12]1[CH:17]=[CH:16][C:15]([O:18][CH3:19])=[C:14]([O:20][CH3:21])[CH:13]=1.[CH:22]1([CH2:25][O:26][C:27]2[CH:28]=[C:29]([CH:33]=[CH:34][C:35]=2[O:36][CH2:37][CH:38]2[CH2:40][CH2:39]2)[C:30](Cl)=[O:31])[CH2:24][CH2:23]1. Product: [CH:22]1([CH2:25][O:26][C:27]2[CH:28]=[C:29]([C:30]([NH:1][CH:2]3[CH2:7][CH2:6][CH:5]([O:8][C:9](=[O:11])[CH3:10])[CH2:4][CH:3]3[C:12]3[CH:17]=[CH:16][C:15]([O:18][CH3:19])=[C:14]([O:20][CH3:21])[CH:13]=3)=[O:31])[CH:33]=[CH:34][C:35]=2[O:36][CH2:37][CH:38]2[CH2:39][CH2:40]2)[CH2:24][CH2:23]1. The catalyst class is: 347.